From a dataset of Forward reaction prediction with 1.9M reactions from USPTO patents (1976-2016). Predict the product of the given reaction. (1) Given the reactants FC(F)(F)S(O[C:7]1[C@:8]2([CH2:24][CH2:23][C@H:22]3[C@@H:13]([CH2:14][CH2:15][C:16]4[CH:17]=[C:18]([O:25][CH2:26][C:27]([O:29]CC5C=CC=CC=5)=[O:28])[CH:19]=[CH:20][C:21]=43)[C@@H:10]2[CH2:11][CH:12]=1)[CH3:9])(=O)=O.CC1(C)C(C)(C)OB([C:47]2[CH:48]=[N:49][CH:50]=[C:51]([CH:56]=2)[C:52]([O:54]C)=[O:53])O1, predict the reaction product. The product is: [C:27]([CH2:26][O:25][C:18]1[CH:19]=[CH:20][C:21]2[C@@H:22]3[C@H:13]([C@H:10]4[C@@:8]([CH2:24][CH2:23]3)([CH3:9])[C:7]([C:47]3[CH:48]=[N:49][CH:50]=[C:51]([CH:56]=3)[C:52]([OH:54])=[O:53])=[CH:12][CH2:11]4)[CH2:14][CH2:15][C:16]=2[CH:17]=1)([OH:29])=[O:28]. (2) Given the reactants [C:1]1([CH3:11])[CH:6]=[CH:5][C:4]([S:7](Cl)(=[O:9])=[O:8])=[CH:3][CH:2]=1.C(N(CC)CC)C.[CH3:19][N:20]1[C:24]([CH2:25][CH2:26][OH:27])=[CH:23][CH:22]=[N:21]1, predict the reaction product. The product is: [CH3:19][N:20]1[C:24]([CH2:25][CH2:26][O:27][S:7]([C:4]2[CH:5]=[CH:6][C:1]([CH3:11])=[CH:2][CH:3]=2)(=[O:9])=[O:8])=[CH:23][CH:22]=[N:21]1. (3) Given the reactants [CH3:1][O:2][C:3](=[O:13])[CH2:4][C:5]1[CH:10]=[CH:9][C:8]([CH2:11]Br)=[CH:7][CH:6]=1.CN.[CH2:16]([N:18](CC)CC)C, predict the reaction product. The product is: [CH3:1][O:2][C:3](=[O:13])[CH2:4][C:5]1[CH:10]=[CH:9][C:8]([CH2:11][NH:18][CH3:16])=[CH:7][CH:6]=1. (4) Given the reactants Cl.Cl.[NH2:3][CH2:4][C:5]1[CH:6]=[C:7]([C:11]2[C:12]3[N:13]([N:18]=[C:19]([NH:21][C:22]4[CH:27]=[CH:26][C:25]([N:28]5[CH:32]=[C:31]([CH3:33])[N:30]=[CH:29]5)=[C:24]([O:34][CH3:35])[CH:23]=4)[N:20]=3)[CH:14]=[C:15]([CH3:17])[CH:16]=2)[CH:8]=[CH:9][CH:10]=1.C(NC(C)C)(C)C.[CH3:43][S:44](Cl)(=[O:46])=[O:45], predict the reaction product. The product is: [CH3:35][O:34][C:24]1[CH:23]=[C:22]([NH:21][C:19]2[N:20]=[C:12]3[C:11]([C:7]4[CH:6]=[C:5]([CH:10]=[CH:9][CH:8]=4)[CH2:4][NH:3][S:44]([CH3:43])(=[O:46])=[O:45])=[CH:16][C:15]([CH3:17])=[CH:14][N:13]3[N:18]=2)[CH:27]=[CH:26][C:25]=1[N:28]1[CH:32]=[C:31]([CH3:33])[N:30]=[CH:29]1. (5) The product is: [CH3:3][O:4][C:5]1[CH:6]=[C:7]2[C:12](=[CH:13][C:14]=1[O:15][CH3:16])[N:11]=[CH:10][CH:9]=[C:8]2[O:17][C:18]1[C:19]([F:29])=[C:20]2[C:25](=[CH:26][CH:27]=1)[CH:24]=[C:23]([NH:28][C:35]([C:31]1[S:30][CH:34]=[CH:33][CH:32]=1)=[O:36])[CH:22]=[CH:21]2. Given the reactants Cl.Cl.[CH3:3][O:4][C:5]1[CH:6]=[C:7]2[C:12](=[CH:13][C:14]=1[O:15][CH3:16])[N:11]=[CH:10][CH:9]=[C:8]2[O:17][C:18]1[C:19]([F:29])=[C:20]2[C:25](=[CH:26][CH:27]=1)[CH:24]=[C:23]([NH2:28])[CH:22]=[CH:21]2.[S:30]1[CH:34]=[CH:33][CH:32]=[C:31]1[C:35](O)=[O:36].CCN(C(C)C)C(C)C.C1CN([P+](ON2N=NC3C=CC=CC2=3)(N2CCCC2)N2CCCC2)CC1.F[P-](F)(F)(F)(F)F, predict the reaction product. (6) Given the reactants [Br:1][C:2]1[CH:7]=[CH:6][C:5]([CH:8]([CH3:12])[C:9]([OH:11])=O)=[CH:4][CH:3]=1.C(N1C=CN=C1)(N1C=CN=C1)=O.[NH:25]1[CH2:29][CH2:28][CH2:27][CH2:26]1, predict the reaction product. The product is: [Br:1][C:2]1[CH:3]=[CH:4][C:5]([CH:8]([CH3:12])[C:9]([N:25]2[CH2:29][CH2:28][CH2:27][CH2:26]2)=[O:11])=[CH:6][CH:7]=1.